From a dataset of Buchwald-Hartwig C-N cross coupling reaction yields with 55,370 reactions. Predict the reaction yield, written as a fraction of the theoretical maximum amount of product (1.0 means a 100% yield; for example, 0.34 means a 34% yield). (1) The reactants are CCc1ccc(Cl)cc1.Cc1ccc(N)cc1.O=S(=O)(O[Pd]1c2ccccc2-c2ccccc2N~1)C(F)(F)F.COc1ccc(OC)c(P([C@]23C[C@H]4C[C@H](C[C@H](C4)C2)C3)[C@]23C[C@H]4C[C@H](C[C@H](C4)C2)C3)c1-c1c(C(C)C)cc(C(C)C)cc1C(C)C.CCN=P(N=P(N(C)C)(N(C)C)N(C)C)(N(C)C)N(C)C.CCOC(=O)c1cc(OC)no1. No catalyst specified. The product is CCc1ccc(Nc2ccc(C)cc2)cc1. The yield is 0.0229. (2) The reactants are CCc1ccc(Br)cc1.Cc1ccc(N)cc1.O=S(=O)(O[Pd]1c2ccccc2-c2ccccc2N~1)C(F)(F)F.CC(C)c1cc(C(C)C)c(-c2ccccc2P(C2CCCCC2)C2CCCCC2)c(C(C)C)c1.CCN=P(N=P(N(C)C)(N(C)C)N(C)C)(N(C)C)N(C)C.CCOC(=O)c1ccon1. No catalyst specified. The product is CCc1ccc(Nc2ccc(C)cc2)cc1. The yield is 0.